Predict the product of the given reaction. From a dataset of Forward reaction prediction with 1.9M reactions from USPTO patents (1976-2016). (1) The product is: [CH:23]1[C:24]([N+:27]([O-:29])=[O:28])=[CH:25][CH:26]=[C:21]([OH:33])[CH:22]=1. Given the reactants C1C=CC(C(NC(C(N[C:21]2[CH:26]=[CH:25][C:24]([N+:27]([O-:29])=[O:28])=[CH:23][CH:22]=2)=O)CCCN=C(N)N)=O)=CC=1.Cl.CS(C)=[O:33], predict the reaction product. (2) Given the reactants [Si:1]([O:8][C:9]1[CH:10]=[CH:11][C:12]2[CH:18]([CH2:19][CH2:20]O)[CH:17]([C:22]3[CH:27]=[CH:26][C:25]([O:28][Si:29]([C:32]([CH3:35])([CH3:34])[CH3:33])([CH3:31])[CH3:30])=[CH:24][CH:23]=3)[CH2:16][CH2:15][CH2:14][C:13]=2[CH:36]=1)([C:4]([CH3:7])([CH3:6])[CH3:5])([CH3:3])[CH3:2].[N+:37]([C:40]1[CH:45]=[CH:44][CH:43]=[CH:42][C:41]=1[Se:46]C#N)([O-:39])=[O:38].C(P(CCCC)CCCC)CCC, predict the reaction product. The product is: [C:4]([Si:1]([CH3:2])([CH3:3])[O:8][C:9]1[CH:10]=[CH:11][C:12]2[CH:18]([CH2:19][CH2:20][Se:46][C:41]3[CH:42]=[CH:43][CH:44]=[CH:45][C:40]=3[N+:37]([O-:39])=[O:38])[CH:17]([C:22]3[CH:27]=[CH:26][C:25]([O:28][Si:29]([C:32]([CH3:33])([CH3:35])[CH3:34])([CH3:31])[CH3:30])=[CH:24][CH:23]=3)[CH2:16][CH2:15][CH2:14][C:13]=2[CH:36]=1)([CH3:5])([CH3:7])[CH3:6]. (3) Given the reactants [Cl:1][C:2]1[CH:3]=[C:4]([NH:17][C:18]2[C:27]3[C:22](=[CH:23][CH:24]=[C:25]([C:28]4[O:32][C:31]([CH:33]=O)=[CH:30][CH:29]=4)[CH:26]=3)[N:21]=[CH:20][N:19]=2)[CH:5]=[CH:6][C:7]=1[O:8][CH2:9][C:10]1[CH:15]=[CH:14][CH:13]=[C:12]([F:16])[CH:11]=1.[NH2:35][CH2:36][CH2:37][S:38]([CH3:41])(=[O:40])=[O:39].O.[C:43]1([CH3:53])[CH:48]=[CH:47][C:46]([S:49]([OH:52])(=[O:51])=[O:50])=[CH:45][CH:44]=1, predict the reaction product. The product is: [CH3:53][C:43]1[CH:44]=[CH:45][C:46]([S:49]([O-:52])(=[O:51])=[O:50])=[CH:47][CH:48]=1.[CH3:41][S:38]([CH2:37][CH2:36][NH:35][CH2:33][C:31]1[O:32][C:28]([C:25]2[CH:24]=[CH:23][C:22]3[N:21]=[CH:20][N:19]=[C:18]([NH:17][C:4]4[CH:5]=[CH:6][C:7]([O:8][CH2:9][C:10]5[CH:15]=[CH:14][CH:13]=[C:12]([F:16])[CH:11]=5)=[C:2]([Cl:1])[CH:3]=4)[C:27]=3[CH:26]=2)=[CH:29][CH:30]=1)(=[O:40])=[O:39]. (4) The product is: [C:3]1([C:25]2[CH:30]=[CH:29][CH:28]=[CH:27][CH:26]=2)[CH:4]=[CH:5][C:6]([NH:7][C:8]2[CH:13]=[CH:12][C:11]([C:16]3[CH:21]=[CH:20][CH:19]=[CH:18][CH:17]=3)=[CH:10][CH:9]=2)=[CH:1][CH:2]=1. Given the reactants [CH:1]1[C:6]([NH:7][C:8]2[CH:13]=[CH:12][C:11](Br)=[CH:10][CH:9]=2)=[CH:5][CH:4]=[C:3](Br)[CH:2]=1.[C:16]1(B(O)O)[CH:21]=[CH:20][CH:19]=[CH:18][CH:17]=1.[C:25]1(C)[CH:30]=[CH:29][CH:28]=[CH:27][C:26]=1P([C:25]1[CH:30]=[CH:29][CH:28]=[CH:27][C:26]=1C)[C:25]1[CH:30]=[CH:29][CH:28]=[CH:27][C:26]=1C.C(=O)([O-])[O-].[K+].[K+], predict the reaction product.